The task is: Regression. Given a peptide amino acid sequence and an MHC pseudo amino acid sequence, predict their binding affinity value. This is MHC class I binding data.. This data is from Peptide-MHC class I binding affinity with 185,985 pairs from IEDB/IMGT. (1) The peptide sequence is GQRVYSWVY. The MHC is HLA-B15:01 with pseudo-sequence HLA-B15:01. The binding affinity (normalized) is 0.456. (2) The peptide sequence is IVSHLRASTT. The MHC is HLA-A02:02 with pseudo-sequence HLA-A02:02. The binding affinity (normalized) is 0.544. (3) The peptide sequence is LLKLWIDKV. The MHC is HLA-A30:01 with pseudo-sequence HLA-A30:01. The binding affinity (normalized) is 0.0847. (4) The peptide sequence is WSFYRVVVK. The MHC is HLA-A02:11 with pseudo-sequence HLA-A02:11. The binding affinity (normalized) is 0.0847. (5) The peptide sequence is KFRRFTQAI. The MHC is HLA-A69:01 with pseudo-sequence HLA-A69:01. The binding affinity (normalized) is 0.0847. (6) The peptide sequence is HSFEEMYRH. The MHC is HLA-A03:01 with pseudo-sequence HLA-A03:01. The binding affinity (normalized) is 0.00119.